Dataset: Catalyst prediction with 721,799 reactions and 888 catalyst types from USPTO. Task: Predict which catalyst facilitates the given reaction. (1) Reactant: O[CH2:2][C:3]1[CH:18]=[CH:17][C:6]2[S:7][CH:8]=[C:9]([C:10]3[CH:15]=[CH:14][CH:13]=[CH:12][C:11]=3[CH3:16])[C:5]=2[CH:4]=1.P(Br)(Br)[Br:20].C([O-])(O)=O.[Na+]. Product: [Br:20][CH2:2][C:3]1[CH:18]=[CH:17][C:6]2[S:7][CH:8]=[C:9]([C:10]3[CH:15]=[CH:14][CH:13]=[CH:12][C:11]=3[CH3:16])[C:5]=2[CH:4]=1. The catalyst class is: 59. (2) Reactant: [NH2:1][C:2]1[N:7]=[C:6]([S:8][CH2:9][C:10]([NH:12][C:13]2[CH:18]=[CH:17][CH:16]=[C:15]([C:19]([F:22])([F:21])[F:20])[CH:14]=2)=[O:11])[C:5]([C:23]#[N:24])=[C:4](S(C)=O)[N:3]=1.[CH3:28][NH2:29]. Product: [NH2:1][C:2]1[N:7]=[C:6]([S:8][CH2:9][C:10]([NH:12][C:13]2[CH:18]=[CH:17][CH:16]=[C:15]([C:19]([F:22])([F:21])[F:20])[CH:14]=2)=[O:11])[C:5]([C:23]#[N:24])=[C:4]([NH:29][CH3:28])[N:3]=1. The catalyst class is: 10. (3) Reactant: [CH3:1][C:2]([CH3:39])([CH3:38])[CH2:3][CH2:4][C@@:5]1([CH3:37])[C:14]2[C:9](=[CH:10][CH:11]=[CH:12][CH:13]=2)[C:8]([OH:15])=[C:7]([C:16]2[NH:21][C:20]3[CH:22]=[CH:23][C:24]([NH:26]C(=O)OC(C)(C)C)=[CH:25][C:19]=3[S:18](=[O:35])(=[O:34])[N:17]=2)[C:6]1=[O:36].[ClH:40]. Product: [ClH:40].[NH2:26][C:24]1[CH:23]=[CH:22][C:20]2[NH:21][C:16]([C:7]3[C:6](=[O:36])[C@:5]([CH2:4][CH2:3][C:2]([CH3:1])([CH3:38])[CH3:39])([CH3:37])[C:14]4[C:9]([C:8]=3[OH:15])=[CH:10][CH:11]=[CH:12][CH:13]=4)=[N:17][S:18](=[O:35])(=[O:34])[C:19]=2[CH:25]=1. The catalyst class is: 12. (4) Reactant: [N:1]([C@@H:4]([CH2:9][CH2:10][CH2:11][CH2:12][CH2:13][CH2:14][CH2:15][CH2:16][CH2:17][CH2:18][CH2:19][CH2:20][CH3:21])[CH2:5][C:6]([NH2:8])=[O:7])=[N+]=[N-]. Product: [NH2:1][C@@H:4]([CH2:9][CH2:10][CH2:11][CH2:12][CH2:13][CH2:14][CH2:15][CH2:16][CH2:17][CH2:18][CH2:19][CH2:20][CH3:21])[CH2:5][C:6]([NH2:8])=[O:7]. The catalyst class is: 45.